Dataset: Aqueous solubility values for 9,982 compounds from the AqSolDB database. Task: Regression/Classification. Given a drug SMILES string, predict its absorption, distribution, metabolism, or excretion properties. Task type varies by dataset: regression for continuous measurements (e.g., permeability, clearance, half-life) or binary classification for categorical outcomes (e.g., BBB penetration, CYP inhibition). For this dataset (solubility_aqsoldb), we predict Y. The compound is O=C(Cl)c1ccc(C(=O)Cl)cc1. The Y is -4.03 log mol/L.